From a dataset of Full USPTO retrosynthesis dataset with 1.9M reactions from patents (1976-2016). Predict the reactants needed to synthesize the given product. (1) The reactants are: [CH2:1]([OH:5])[CH2:2][CH2:3][CH3:4].N#N.[H-].[Na+].Cl[C:11]1[N:16]=[C:15]([Cl:17])[CH:14]=[C:13]([N:18]2[CH2:23][CH2:22][O:21][CH2:20][CH2:19]2)[N:12]=1. Given the product [CH2:1]([O:5][C:11]1[N:16]=[C:15]([Cl:17])[CH:14]=[C:13]([N:18]2[CH2:23][CH2:22][O:21][CH2:20][CH2:19]2)[N:12]=1)[CH2:2][CH2:3][CH3:4], predict the reactants needed to synthesize it. (2) Given the product [C:17]([N:20]1[CH:24]=[CH:23][C:22]([O:25][CH2:2][C:3]2[C:8]([CH3:9])=[CH:7][CH:6]=[CH:5][C:4]=2[N:10]2[C:14](=[O:15])[N:13]([CH3:16])[N:12]=[N:11]2)=[N:21]1)(=[O:19])[CH3:18], predict the reactants needed to synthesize it. The reactants are: Br[CH2:2][C:3]1[C:8]([CH3:9])=[CH:7][CH:6]=[CH:5][C:4]=1[N:10]1[C:14](=[O:15])[N:13]([CH3:16])[N:12]=[N:11]1.[C:17]([N:20]1[CH:24]=[CH:23][C:22]([OH:25])=[N:21]1)(=[O:19])[CH3:18].C(=O)([O-])[O-].[K+].[K+].